Dataset: Experimentally validated miRNA-target interactions with 360,000+ pairs, plus equal number of negative samples. Task: Binary Classification. Given a miRNA mature sequence and a target amino acid sequence, predict their likelihood of interaction. (1) The miRNA is mmu-miR-329-5p with sequence AGAGGUUUUCUGGGUCUCUGUU. The protein sequence of the target gene is MALHLLLLFGACWVQVASPDSLQRTTMLPSTPHITAPSTSEAQNASPSVSVGSGTVDSKETISPWGQTTIPVSLTPLETTELSSLETSAGASMSTPVPEPTASQEVSSKTSALLPEPSNVASDPPVTAANPVTDGPAANPVTDGTAASTSISKGTSAPPTTVTTSSNETSGPSVATTVSSKTSGPPVTTATGSLGPSSEMHGLPATTATSSVESSSVARGTSVSSRKTSTTSTQDPITTRSPSQESSGMLLVPMLIALVVVLALVALLLLWRQRQKRRTGALTLSGGGKRNGVVDAWAGP.... Result: 0 (no interaction). (2) The miRNA is hsa-miR-532-5p with sequence CAUGCCUUGAGUGUAGGACCGU. The protein sequence of the target gene is MKSNQERSNECLPPKKREIPATSRPSEEKATALPSDNHCVEGVAWLPSTPGIRGHGGGRHGSAGTSGEHGLQGMGLHKALSAGLDYSPPSAPRSVPTANTLPTVYPPPQSGTPVSPVQYAHLSHTFQFIGSSQYSGPYAGFIPSQLISPSGNPVTSAVASAAGATTPSQRSQLEAYSTLLANMGSLSQAPGHKVEPPPQQHLSRAAGLVNPGSPPPPTQQNQYIHISSSPQSSGRATSPPPIPVHLHPHQTMIPHTLTLGPSSQVVVQYSDAGGHFVPRESTKKAESSRLQQAMQAKEVL.... Result: 0 (no interaction). (3) The miRNA is hsa-miR-16-5p with sequence UAGCAGCACGUAAAUAUUGGCG. The protein sequence of the target gene is MYQVSGQRPSGCDAPYGAPSAAPGPAQTLSLLPGLEVVTGSTHPAEAAPEEGSLEEAATPMPQGNGPGIPQGLDSTDLDVPTEAVTCQPQGNPLGCTPLLPNDSGHPSELGGTRRAGNGALGGPKAHRKLQTHPSLASQGSKKSKSSSKSTTSQIPLQAQEDCCVHCILSCLFCEFLTLCNIVLDCATCGSCSSEDSCLCCCCCGSGECADCDLPCDLDCGILDACCESADCLEICMECCGLCFSS. Result: 0 (no interaction). (4) The miRNA is mmu-miR-486b-3p with sequence CGGGGCAGCUCAGUACAGGA. The protein sequence of the target gene is MSRRPCSCALRPPRCSCSASPSAVTAAGRPRPSDSCKEESSTLSVKMKCDFNCNHVHSGLKLVKPDDIGRLVSYTPAYLEGSCKDCIKDYERLSCIGSPIVSPRIVQLETESKRLHNKENQHVQQTLNSTNEIEALETSRLYEDSGYSSFSLQSGLSEHEEGSLLEENFGDSLQSCLLQIQSPDQYPNKNLLPVLHFEKVVCSTLKKNAKRNPKVDREMLKEIIARGNFRLQNIIGRKMGLECVDILSELFRRGLRHVLATILAQLSDMDLINVSKVSTTWKKILEDDKGAFQLYSKAIQ.... Result: 0 (no interaction). (5) The miRNA is hsa-miR-409-3p with sequence GAAUGUUGCUCGGUGAACCCCU. The protein sequence of the target gene is MSLQAPSRLLELAGQSLLRNQFLTIFTLDELPREVFPLMFMEAFSMRRFEALKLMVQAWPFLRLPLGSLMKTPHLETLQAVLRGLDTLVAQKVRPRRWKLQVLDLRDVDENFWTIWSGARVLSCSPEAMSKRQTVEDCPRMGERQPLKVFIDLCLKESTLDECLSYLFGWIHYRRGLVHLCCSKVQNYSMPTSSFRNLLERIYPDSIQELEVWKKCSLNKTGKFAPYLSQMSNLRELFLAFGYERELYVSVQWPCIPDLDSPFLCLYYPQMLYIKKISNIKEHLEHLLRYLKNPLGAFIF.... Result: 0 (no interaction). (6) The miRNA is hsa-miR-181b-3p with sequence CUCACUGAACAAUGAAUGCAA. The protein sequence of the target gene is MAAVVAATALKGRGARNARVLRGILSGATANKASQNRTRALQSHSSPECKEEPEPLSPELEYIPRKRGKNPMKAVGLAWYSLYTRTWLGYLFYRQQLRRARNRYPKGHSKTQPRLFNGVKVLPIPVLSDNYSYLIIDTQAGLAVAVDPSDPRAVQASIEKERVNLVAILCTHKHWDHSGGNRDLSRRHRDCRVYGSPQDGIPYLTHPLCHQDVVSVGRLQIRALATPGHTQGHLVYLLDGEPYKGPSCLFSGDLLFLSGCGRTFEGTAETMLSSLDTVLDLGDDTLLWPGHEYAEENLGF.... Result: 0 (no interaction).